Task: Predict the product of the given reaction.. Dataset: Forward reaction prediction with 1.9M reactions from USPTO patents (1976-2016) (1) Given the reactants [CH2:1]([O:8][C:9]1[C:14]([CH2:15][N:16]2[CH2:25][CH2:24][C:23]3[C:22]([C:26]([OH:28])=O)=[CH:21][C:20]([O:29][CH:30]([CH3:32])[CH3:31])=[C:19]([Cl:33])[C:18]=3[C:17]2=[O:34])=[C:13]([CH3:35])[CH:12]=[C:11]([CH3:36])[N:10]=1)[C:2]1[CH:7]=[CH:6][CH:5]=[CH:4][CH:3]=1.[CH2:37]([N:39](CC)[CH2:40]C)C.CN(C(ON1N=NC2C=CC=NC1=2)=[N+](C)C)C.F[P-](F)(F)(F)(F)F.CNC.Cl, predict the reaction product. The product is: [CH2:1]([O:8][C:9]1[C:14]([CH2:15][N:16]2[CH2:25][CH2:24][C:23]3[C:22]([C:26]([N:39]([CH3:40])[CH3:37])=[O:28])=[CH:21][C:20]([O:29][CH:30]([CH3:32])[CH3:31])=[C:19]([Cl:33])[C:18]=3[C:17]2=[O:34])=[C:13]([CH3:35])[CH:12]=[C:11]([CH3:36])[N:10]=1)[C:2]1[CH:7]=[CH:6][CH:5]=[CH:4][CH:3]=1. (2) The product is: [CH2:21]([O:20][C:18]([N:1]1[C@@H:5]([C:6]([OH:8])=[O:7])[CH2:4][C@H:3]2[CH2:9][CH2:10][CH2:11][C@@H:2]12)=[O:19])[C:22]1[CH:27]=[CH:26][CH:25]=[CH:24][CH:23]=1. Given the reactants [NH:1]1[C@@H:5]([C:6]([OH:8])=[O:7])[CH2:4][C@H:3]2[CH2:9][CH2:10][CH2:11][C@@H:2]12.C(=O)(O)[O-].[Na+].Cl[C:18]([O:20][CH2:21][C:22]1[CH:27]=[CH:26][CH:25]=[CH:24][CH:23]=1)=[O:19], predict the reaction product. (3) Given the reactants [CH3:1][O:2][CH:3]1[CH2:7][CH2:6][NH:5][CH2:4]1.C[O:9][C:10]([C:12]1[C:16]([NH:17][C:18]([C:20]2[C:25]([NH:26][C:27]3[CH:28]=[N:29][CH:30]=[N:31][CH:32]=3)=[CH:24][CH:23]=[C:22]([CH:33]3[CH2:35][CH2:34]3)[N:21]=2)=[O:19])=[CH:15][N:14]([CH3:36])[N:13]=1)=O, predict the reaction product. The product is: [CH3:1][O:2][CH:3]1[CH2:7][CH2:6][N:5]([C:10]([C:12]2[C:16]([NH:17][C:18]([C:20]3[C:25]([NH:26][C:27]4[CH:28]=[N:29][CH:30]=[N:31][CH:32]=4)=[CH:24][CH:23]=[C:22]([CH:33]4[CH2:35][CH2:34]4)[N:21]=3)=[O:19])=[CH:15][N:14]([CH3:36])[N:13]=2)=[O:9])[CH2:4]1. (4) Given the reactants C=[C:2]1[CH2:8][CH2:7][C:6]2[CH:9]=[C:10]([CH:13]([OH:15])[CH3:14])[CH:11]=[CH:12][C:5]=2[O:4][CH2:3]1.[OH:16]C(C(O)(C)C)(C)C.I([O-])(=O)(=O)=O.[Na+].C(Cl)(Cl)(Cl)Cl.C(#N)C.O.S([O-])([O-])(=O)=S.[Na+].[Na+], predict the reaction product. The product is: [C:13]([C:10]1[CH:11]=[CH:12][C:5]2[O:4][CH2:3][C:2](=[O:16])[CH2:8][CH2:7][C:6]=2[CH:9]=1)(=[O:15])[CH3:14]. (5) Given the reactants Cl.C(C1C=NC=CC=1[O:10][C:11]1[CH:16]=[CH:15][C:14]([NH:17][C:18](NC(=O)CC2C=CC(F)=CC=2)=[O:19])=[CH:13][C:12]=1[F:31])C.[Cl:32][C:33]1[CH:38]=[C:37]([N+]([O-])=O)[CH:36]=[CH:35][N:34]=1.[C:42]([O-])([O-])=O.[K+].[K+], predict the reaction product. The product is: [Cl:32][C:33]1[CH:38]=[C:37]([O:10][C:11]2[CH:16]=[CH:15][C:14]([NH:17][C:18](=[O:19])[CH3:42])=[CH:13][C:12]=2[F:31])[CH:36]=[CH:35][N:34]=1. (6) Given the reactants [OH:1][C:2]1[CH:9]=[C:8]([O:10][CH3:11])[CH:7]=[CH:6][C:3]=1[CH:4]=[O:5].N1C=CC=CC=1.[O:18](S(C(F)(F)F)(=O)=O)[S:19]([C:22]([F:25])([F:24])[F:23])(=O)=[O:20].Cl, predict the reaction product. The product is: [CH:4]([C:3]1[CH:6]=[CH:7][C:8]([O:10][CH3:11])=[CH:9][C:2]=1[O:1][S:19]([C:22]([F:25])([F:24])[F:23])(=[O:20])=[O:18])=[O:5]. (7) Given the reactants [O:1]1[CH2:6][CH2:5][CH:4]([C:7]2[CH:12]=[CH:11][C:10]([OH:13])=[CH:9][CH:8]=2)[CH2:3][CH2:2]1.C([O-])=O.[Na+], predict the reaction product. The product is: [O:1]1[CH2:6][CH2:5][CH:4]([CH:7]2[CH2:12][CH2:11][CH:10]([OH:13])[CH2:9][CH2:8]2)[CH2:3][CH2:2]1. (8) The product is: [C:15]([C:14]1[CH:13]=[CH:12][CH:11]=[C:10]([CH:19]([C:21]2[CH:22]=[C:23]([C:27]3[CH:32]=[CH:31][CH:30]=[CH:29][C:28]=3[O:33][CH3:34])[CH:24]=[CH:25][CH:26]=2)[CH3:20])[C:9]=1[OH:8])([CH3:16])([CH3:17])[CH3:18]. Given the reactants C([O:8][C:9]1[C:14]([C:15]([CH3:18])([CH3:17])[CH3:16])=[CH:13][CH:12]=[CH:11][C:10]=1[C:19]([C:21]1[CH:22]=[C:23]([C:27]2[CH:32]=[CH:31][CH:30]=[CH:29][C:28]=2[O:33][CH3:34])[CH:24]=[CH:25][CH:26]=1)=[CH2:20])C1C=CC=CC=1, predict the reaction product.